Dataset: Catalyst prediction with 721,799 reactions and 888 catalyst types from USPTO. Task: Predict which catalyst facilitates the given reaction. (1) Reactant: [NH2:1][C:2]1[S:3][CH:4]=[C:5]([C:7]2[CH:12]=[CH:11][C:10]([CH2:13][CH2:14][NH:15][C:16](=[O:22])[O:17][C:18]([CH3:21])([CH3:20])[CH3:19])=[CH:9][CH:8]=2)[N:6]=1.[C:23](OC(=O)C)(=[O:25])[CH3:24].N1C=CC=CC=1. Product: [C:18]([O:17][C:16](=[O:22])[NH:15][CH2:14][CH2:13][C:10]1[CH:9]=[CH:8][C:7]([C:5]2[N:6]=[C:2]([NH:1][C:23](=[O:25])[CH3:24])[S:3][CH:4]=2)=[CH:12][CH:11]=1)([CH3:19])([CH3:21])[CH3:20]. The catalyst class is: 112. (2) Reactant: C([C:4]1[CH:8]=[CH:7][NH:6][N:5]=1)(C)C.[CH2:9]([Li])[CH2:10][CH2:11]C.[B:14](OCCCC)([O:20]CCCC)[O:15]CCCC. Product: [CH:10]([N:5]1[C:4]([B:14]([OH:20])[OH:15])=[CH:8][CH:7]=[N:6]1)([CH3:11])[CH3:9]. The catalyst class is: 1. (3) Reactant: [CH3:1][N:2]([CH3:18])[CH:3]1[CH2:8][CH2:7][N:6]([C:9]2[CH:14]=[CH:13][C:12]([N+:15]([O-])=O)=[CH:11][CH:10]=2)[CH2:5][CH2:4]1. Product: [NH2:15][C:12]1[CH:13]=[CH:14][C:9]([N:6]2[CH2:5][CH2:4][CH:3]([N:2]([CH3:18])[CH3:1])[CH2:8][CH2:7]2)=[CH:10][CH:11]=1. The catalyst class is: 838. (4) Reactant: [F:1][C:2]1[CH:7]=[CH:6][CH:5]=[CH:4][C:3]=1[C:8]1[N:12]([S:13]([C:16]2[CH:21]=[CH:20][C:19]([O:22][CH2:23][C:24]3([C:27](=[O:30])[NH:28][CH3:29])[CH2:26][CH2:25]3)=[CH:18][CH:17]=2)(=[O:15])=[O:14])[CH:11]=[C:10]([CH2:31][N:32](C)[C:33](=O)OC(C)(C)C)[CH:9]=1.FC(F)(F)C(O)=O.C(=O)(O)[O-].[Na+]. Product: [F:1][C:2]1[CH:7]=[CH:6][CH:5]=[CH:4][C:3]=1[C:8]1[N:12]([S:13]([C:16]2[CH:21]=[CH:20][C:19]([O:22][CH2:23][C:24]3([C:27]([NH:28][CH3:29])=[O:30])[CH2:25][CH2:26]3)=[CH:18][CH:17]=2)(=[O:15])=[O:14])[CH:11]=[C:10]([CH2:31][NH:32][CH3:33])[CH:9]=1. The catalyst class is: 4. (5) Reactant: [Br:1][C:2]1[N:7]=[CH:6][C:5]([C:8]([OH:11])([CH3:10])[CH3:9])=[CH:4][CH:3]=1.[H-].[Na+].[CH3:14][Si:15]([CH2:18][CH2:19][O:20][CH2:21]Cl)([CH3:17])[CH3:16]. Product: [Br:1][C:2]1[CH:3]=[CH:4][C:5]([C:8]([CH3:9])([O:11][CH2:21][O:20][CH2:19][CH2:18][Si:15]([CH3:17])([CH3:16])[CH3:14])[CH3:10])=[CH:6][N:7]=1. The catalyst class is: 3. (6) Product: [CH3:17][O:18][C:19](=[O:23])[CH2:20][CH2:21][NH:22][C:12]1[CH:11]=[C:10]([Cl:15])[N:9]=[C:8]([CH2:1][C:2]2[CH:3]=[CH:4][CH:5]=[CH:6][CH:7]=2)[N:13]=1. Reactant: [CH2:1]([C:8]1[N:13]=[C:12](Cl)[CH:11]=[C:10]([Cl:15])[N:9]=1)[C:2]1[CH:7]=[CH:6][CH:5]=[CH:4][CH:3]=1.Cl.[CH3:17][O:18][C:19](=[O:23])[CH2:20][CH2:21][NH2:22].C(N(CC)CC)C. The catalyst class is: 18. (7) Reactant: [NH:1](C(OC(C)(C)C)=O)[CH2:2][C:3](O)=O.[F:13][C:14]([F:26])([F:25])[C:15]1[CH:24]=[CH:23][C:18]([C:19](=[N:21][OH:22])[NH2:20])=[CH:17][CH:16]=1.CCN=C=NCCCN(C)C.[ClH:38].C1C=NC2N(O)N=NC=2C=1. Product: [ClH:38].[F:13][C:14]([F:25])([F:26])[C:15]1[CH:24]=[CH:23][C:18]([C:19]2[N:20]=[C:3]([CH2:2][NH2:1])[O:22][N:21]=2)=[CH:17][CH:16]=1. The catalyst class is: 12. (8) Reactant: [Si:1]([O:18][CH:19]1[CH2:22][C:21](=[CH:23][C:24]#[N:25])[CH2:20]1)([C:14]([CH3:17])([CH3:16])[CH3:15])([C:8]1[CH:13]=[CH:12][CH:11]=[CH:10][CH:9]=1)[C:2]1[CH:7]=[CH:6][CH:5]=[CH:4][CH:3]=1.[NH:26]1[CH:30]=[C:29]([C:31]2[C:32]3[CH:39]=[CH:38][N:37]([CH2:40][O:41][CH2:42][CH2:43][Si:44]([CH3:47])([CH3:46])[CH3:45])[C:33]=3[N:34]=[CH:35][N:36]=2)[CH:28]=[N:27]1.N12CCCN=C1CCCCC2. Product: [Si:1]([O:18][CH:19]1[CH2:22][C:21]([CH2:23][C:24]#[N:25])([N:26]2[CH:30]=[C:29]([C:31]3[C:32]4[CH:39]=[CH:38][N:37]([CH2:40][O:41][CH2:42][CH2:43][Si:44]([CH3:47])([CH3:46])[CH3:45])[C:33]=4[N:34]=[CH:35][N:36]=3)[CH:28]=[N:27]2)[CH2:20]1)([C:14]([CH3:17])([CH3:16])[CH3:15])([C:8]1[CH:13]=[CH:12][CH:11]=[CH:10][CH:9]=1)[C:2]1[CH:3]=[CH:4][CH:5]=[CH:6][CH:7]=1. The catalyst class is: 10.